From a dataset of Reaction yield outcomes from USPTO patents with 853,638 reactions. Predict the reaction yield, written as a fraction of the theoretical maximum amount of product (1.0 means a 100% yield; for example, 0.34 means a 34% yield). (1) The reactants are O[C:2]1[CH:3]=[N:4][CH:5]=[CH:6][C:7]=1[NH:8][C:9](=[O:19])[C:10]1[CH:15]=[CH:14][C:13]([N+:16]([O-:18])=[O:17])=[CH:12][CH:11]=1.[OH-].[Na+]. The catalyst is O. The product is [N+:16]([C:13]1[CH:12]=[CH:11][C:10]([C:9]2[O:19][C:2]3[CH:3]=[N:4][CH:5]=[CH:6][C:7]=3[N:8]=2)=[CH:15][CH:14]=1)([O-:18])=[O:17]. The yield is 0.730. (2) The reactants are [C:1]([Br:5])(Br)(Br)Br.C1(P(C2C=CC=CC=2)C2C=CC=CC=2)C=CC=CC=1.[C:25]1([C:33]2[CH:38]=[CH:37][CH:36]=[CH:35][CH:34]=2)[CH:30]=[CH:29][C:28](CO)=[CH:27][CH:26]=1. The catalyst is ClCCl. The product is [Br:5][CH2:1][C:36]1[CH:37]=[CH:38][C:33]([C:25]2[CH:30]=[CH:29][CH:28]=[CH:27][CH:26]=2)=[CH:34][CH:35]=1. The yield is 0.950.